Task: Predict which catalyst facilitates the given reaction.. Dataset: Catalyst prediction with 721,799 reactions and 888 catalyst types from USPTO (1) Reactant: [NH2:1][CH2:2][CH2:3][N:4]1[C:12]2[CH:11]=[C:10]3[NH:13][C:14]([C:16]4[C:24]5[C:19](=[CH:20][CH:21]=[CH:22][CH:23]=5)[NH:18][N:17]=4)=[N:15][C:9]3=[CH:8][C:7]=2[C:6]([CH3:26])([CH3:25])[C:5]1=[O:27].C(N(CC)CC)C.[CH2:35]([N:42]=[C:43]=[O:44])[C:36]1[CH:41]=[CH:40][CH:39]=[CH:38][CH:37]=1.O. Product: [CH2:35]([NH:42][C:43]([NH:1][CH2:2][CH2:3][N:4]1[C:12]2[CH:11]=[C:10]3[NH:13][C:14]([C:16]4[C:24]5[C:19](=[CH:20][CH:21]=[CH:22][CH:23]=5)[NH:18][N:17]=4)=[N:15][C:9]3=[CH:8][C:7]=2[C:6]([CH3:25])([CH3:26])[C:5]1=[O:27])=[O:44])[C:36]1[CH:41]=[CH:40][CH:39]=[CH:38][CH:37]=1. The catalyst class is: 3. (2) Reactant: [C:1]([O:5][C:6]([N:8]([CH2:20][C:21]([OH:23])=[O:22])[CH2:9][C:10]([N:12]1[CH2:16][CH2:15][CH2:14][CH:13]1[C:17](=[O:19])[NH2:18])=[O:11])=[O:7])([CH3:4])([CH3:3])[CH3:2].CO.Cl.[CH3:27]N(C)CCCN=C=NCC.CN(C1C=CC=CN=1)C. Product: [CH3:27][O:22][C:21](=[O:23])[CH2:20][N:8]([C:6]([O:5][C:1]([CH3:4])([CH3:2])[CH3:3])=[O:7])[CH2:9][C:10]([N:12]1[CH2:16][CH2:15][CH2:14][CH:13]1[C:17](=[O:19])[NH2:18])=[O:11]. The catalyst class is: 4. (3) Reactant: CO[C:3]1[S:7][C:6]([CH2:8][C:9]2[CH:14]=[CH:13][C:12]([NH2:15])=[CH:11][CH:10]=2)=[CH:5][CH:4]=1.[OH2:16].[C:17]1(C)[CH:22]=[CH:22][C:17](S(O)(=O)=[O:16])=[CH:18][CH:18]=1.[OH-].[Na+]. Product: [CH:17]([O:16][C:3]1[S:7][C:6]([CH2:8][C:9]2[CH:14]=[CH:13][C:12]([NH2:15])=[CH:11][CH:10]=2)=[CH:5][CH:4]=1)([CH3:22])[CH3:18]. The catalyst class is: 32. (4) Reactant: Br[C:2]1[CH:3]=[CH:4][C:5]2[N:9]=[N:8][N:7]([C@@H:10]([C:12]3[CH:17]=[CH:16][C:15]([Cl:18])=[CH:14][C:13]=3[C:19]([F:22])([F:21])[F:20])[CH3:11])[C:6]=2[CH:23]=1.C(O[C:29]([N:31]1[CH2:36][CH:35]=[C:34](B(O)O)[CH2:33][CH2:32]1)=[O:30])(C)(C)C.C(=O)([O-])[O-].[K+].[K+]. Product: [Cl:18][C:15]1[CH:16]=[CH:17][C:12]([C@H:10]([N:7]2[C:6]3[CH:23]=[C:2]([C:34]4[CH2:33][CH2:32][N:31]([C:29]([C@H:32]5[CH2:33][CH2:34][CH2:35][CH2:36][NH:31]5)=[O:30])[CH2:36][CH:35]=4)[CH:3]=[CH:4][C:5]=3[N:9]=[N:8]2)[CH3:11])=[C:13]([C:19]([F:22])([F:21])[F:20])[CH:14]=1. The catalyst class is: 461. (5) Reactant: [Cl:1][C:2]1[CH:7]=[CH:6][CH:5]=[CH:4][C:3]=1[C:8]1[C:9]([C:15]2[CH:20]=[CH:19][C:18]([Cl:21])=[CH:17][CH:16]=2)=[CH:10][C:11](F)=[N:12][CH:13]=1.[NH2:22][NH2:23]. Product: [Cl:1][C:2]1[CH:7]=[CH:6][CH:5]=[CH:4][C:3]=1[C:8]1[C:9]([C:15]2[CH:20]=[CH:19][C:18]([Cl:21])=[CH:17][CH:16]=2)=[CH:10][C:11]([NH:22][NH2:23])=[N:12][CH:13]=1. The catalyst class is: 17. (6) Reactant: [Cl:1][C:2]1[C:3]([F:22])=[C:4]([NH:9][C:10]([C:12]2[N:16]([CH3:17])[CH:15]=[C:14]([S:18](Cl)(=[O:20])=[O:19])[CH:13]=2)=[O:11])[CH:5]=[CH:6][C:7]=1[F:8].ClC1C(F)=C(C=CC=1F)N.[CH3:33][C:34]1([NH2:38])[CH2:37][O:36][CH2:35]1. Product: [Cl:1][C:2]1[C:3]([F:22])=[C:4]([NH:9][C:10]([C:12]2[N:16]([CH3:17])[CH:15]=[C:14]([S:18](=[O:20])(=[O:19])[NH:38][C:34]3([CH3:33])[CH2:37][O:36][CH2:35]3)[CH:13]=2)=[O:11])[CH:5]=[CH:6][C:7]=1[F:8]. The catalyst class is: 23. (7) Reactant: [F:1][C:2]1([F:17])[O:6][C:5]2[CH:7]=[CH:8][C:9]([C:11]3([C:14]([OH:16])=O)[CH2:13][CH2:12]3)=[CH:10][C:4]=2[O:3]1.CN(C(ON1N=NC2C=CC=NC1=2)=[N+](C)C)C.F[P-](F)(F)(F)(F)F.[NH2:42][C@H:43]1[CH2:48][CH2:47][O:46][C@@H:45]([C:49]2[CH:58]=[CH:57][CH:56]=[CH:55][C:50]=2[C:51]([O:53][CH3:54])=[O:52])[CH2:44]1.C(N(C(C)C)C(C)C)C. Product: [F:17][C:2]1([F:1])[O:6][C:5]2[CH:7]=[CH:8][C:9]([C:11]3([C:14]([NH:42][C@H:43]4[CH2:48][CH2:47][O:46][C@@H:45]([C:49]5[CH:58]=[CH:57][CH:56]=[CH:55][C:50]=5[C:51]([O:53][CH3:54])=[O:52])[CH2:44]4)=[O:16])[CH2:12][CH2:13]3)=[CH:10][C:4]=2[O:3]1. The catalyst class is: 35. (8) The catalyst class is: 21. Product: [Cl:1][C:2]1[CH:3]=[C:4]([C:9]([C:12]2[N:16]([C:17]3[CH:18]=[CH:19][C:20]([F:23])=[CH:21][CH:22]=3)[C:15]([S:24][CH2:26][C:27]3[C:28]([F:36])=[CH:29][C:30]([C:31]#[N:32])=[CH:33][C:34]=3[F:35])=[N:14][CH:13]=2)([CH3:11])[CH3:10])[CH:5]=[CH:6][C:7]=1[Cl:8]. Reactant: [Cl:1][C:2]1[CH:3]=[C:4]([C:9]([C:12]2[N:16]([C:17]3[CH:22]=[CH:21][C:20]([F:23])=[CH:19][CH:18]=3)[C:15](=[S:24])[NH:14][CH:13]=2)([CH3:11])[CH3:10])[CH:5]=[CH:6][C:7]=1[Cl:8].Br[CH2:26][C:27]1[C:34]([F:35])=[CH:33][C:30]([C:31]#[N:32])=[CH:29][C:28]=1[F:36].C([O-])([O-])=O.[K+].[K+]. (9) Reactant: C([O:3][C:4](=[O:16])[CH2:5][CH2:6][C:7]1[CH:12]=[CH:11][C:10]([C:13]#[N:14])=[C:9]([OH:15])[CH:8]=1)C.[OH-].[Na+]. Product: [C:13]([C:10]1[CH:11]=[CH:12][C:7]([CH2:6][CH2:5][C:4]([OH:16])=[O:3])=[CH:8][C:9]=1[OH:15])#[N:14]. The catalyst class is: 40.